This data is from Forward reaction prediction with 1.9M reactions from USPTO patents (1976-2016). The task is: Predict the product of the given reaction. (1) Given the reactants [Br:1][C:2]1[CH:3]=[N:4][C:5]2[N:6]([N:8]=[C:9]([C:11]([OH:13])=O)[CH:10]=2)[CH:7]=1.[Br:14][C:15]1[O:24][C:18]2[CH:19]([CH3:23])[NH:20][CH2:21][CH2:22][C:17]=2[CH:16]=1, predict the reaction product. The product is: [Br:14][C:15]1[O:24][C:18]2[CH:19]([CH3:23])[N:20]([C:11]([C:9]3[CH:10]=[C:5]4[N:4]=[CH:3][C:2]([Br:1])=[CH:7][N:6]4[N:8]=3)=[O:13])[CH2:21][CH2:22][C:17]=2[CH:16]=1. (2) Given the reactants Cl[C:2]1[N:7]=[CH:6][C:5]([O:8][C:9]2[CH:26]=[CH:25][C:12]3[CH2:13][CH2:14][N:15]([C:18]([O:20][C:21]([CH3:24])([CH3:23])[CH3:22])=[O:19])[CH2:16][CH2:17][C:11]=3[CH:10]=2)=[CH:4][CH:3]=1.[NH:27]1[CH2:31][CH2:30][CH2:29][C:28]1=[O:32].CC1(C)C2C(=C(P(C3C=CC=CC=3)C3C=CC=CC=3)C=CC=2)OC2C(P(C3C=CC=CC=3)C3C=CC=CC=3)=CC=CC1=2.C(=O)([O-])[O-].[Cs+].[Cs+], predict the reaction product. The product is: [O:32]=[C:28]1[CH2:29][CH2:30][CH2:31][N:27]1[C:2]1[N:7]=[CH:6][C:5]([O:8][C:9]2[CH:26]=[CH:25][C:12]3[CH2:13][CH2:14][N:15]([C:18]([O:20][C:21]([CH3:24])([CH3:23])[CH3:22])=[O:19])[CH2:16][CH2:17][C:11]=3[CH:10]=2)=[CH:4][CH:3]=1.